From a dataset of Peptide-MHC class I binding affinity with 185,985 pairs from IEDB/IMGT. Regression. Given a peptide amino acid sequence and an MHC pseudo amino acid sequence, predict their binding affinity value. This is MHC class I binding data. The peptide sequence is SLLSLEHTL. The MHC is HLA-A02:01 with pseudo-sequence HLA-A02:01. The binding affinity (normalized) is 0.629.